Dataset: Forward reaction prediction with 1.9M reactions from USPTO patents (1976-2016). Task: Predict the product of the given reaction. The product is: [C:23]([O:27][C:28]([N:30]1[CH2:35][CH2:34][C:33](=[C:36]([C:39]([NH2:42])=[N:40][O:41][C:14](=[O:13])[C:15]2[CH:20]=[CH:19][CH:18]=[C:17]([Cl:21])[CH:16]=2)[CH2:37][CH3:38])[CH2:32][CH2:31]1)=[O:29])([CH3:24])([CH3:25])[CH3:26]. Given the reactants NC(=N[O:13][C:14](=O)[C:15]1[CH:20]=[CH:19][CH:18]=[C:17]([Cl:21])[CH:16]=1)CP(=O)(OCC)OCC.[C:23]([O:27][C:28]([N:30]1[CH2:35][CH2:34][C:33](=[C:36]([C:39]([NH2:42])=[N:40][OH:41])[CH2:37][CH3:38])[CH2:32][CH2:31]1)=[O:29])([CH3:26])([CH3:25])[CH3:24], predict the reaction product.